Dataset: NCI-60 drug combinations with 297,098 pairs across 59 cell lines. Task: Regression. Given two drug SMILES strings and cell line genomic features, predict the synergy score measuring deviation from expected non-interaction effect. (1) Drug 1: CN(C)N=NC1=C(NC=N1)C(=O)N. Drug 2: CCC1(C2=C(COC1=O)C(=O)N3CC4=CC5=C(C=CC(=C5CN(C)C)O)N=C4C3=C2)O.Cl. Cell line: HS 578T. Synergy scores: CSS=6.51, Synergy_ZIP=-3.63, Synergy_Bliss=0.148, Synergy_Loewe=-8.19, Synergy_HSA=-1.55. (2) Drug 1: COC1=CC(=CC(=C1O)OC)C2C3C(COC3=O)C(C4=CC5=C(C=C24)OCO5)OC6C(C(C7C(O6)COC(O7)C8=CC=CS8)O)O. Drug 2: COC1=NC(=NC2=C1N=CN2C3C(C(C(O3)CO)O)O)N. Cell line: HOP-92. Synergy scores: CSS=16.6, Synergy_ZIP=-1.31, Synergy_Bliss=2.64, Synergy_Loewe=-11.9, Synergy_HSA=2.98. (3) Drug 1: C1=CC(=C2C(=C1NCCNCCO)C(=O)C3=C(C=CC(=C3C2=O)O)O)NCCNCCO. Drug 2: CC(C)(C#N)C1=CC(=CC(=C1)CN2C=NC=N2)C(C)(C)C#N. Cell line: LOX IMVI. Synergy scores: CSS=27.0, Synergy_ZIP=-4.63, Synergy_Bliss=-7.59, Synergy_Loewe=-19.2, Synergy_HSA=-5.65. (4) Drug 1: C1=CC(=CC=C1C#N)C(C2=CC=C(C=C2)C#N)N3C=NC=N3. Drug 2: CC12CCC3C(C1CCC2O)C(CC4=C3C=CC(=C4)O)CCCCCCCCCS(=O)CCCC(C(F)(F)F)(F)F. Cell line: SF-539. Synergy scores: CSS=-6.83, Synergy_ZIP=2.78, Synergy_Bliss=0.842, Synergy_Loewe=-2.84, Synergy_HSA=-3.63. (5) Drug 1: CCCS(=O)(=O)NC1=C(C(=C(C=C1)F)C(=O)C2=CNC3=C2C=C(C=N3)C4=CC=C(C=C4)Cl)F. Drug 2: C1CCN(CC1)CCOC2=CC=C(C=C2)C(=O)C3=C(SC4=C3C=CC(=C4)O)C5=CC=C(C=C5)O. Cell line: SK-MEL-2. Synergy scores: CSS=2.27, Synergy_ZIP=5.92, Synergy_Bliss=9.58, Synergy_Loewe=5.27, Synergy_HSA=5.31. (6) Drug 1: C1=C(C(=O)NC(=O)N1)F. Drug 2: CCC1=C2CN3C(=CC4=C(C3=O)COC(=O)C4(CC)O)C2=NC5=C1C=C(C=C5)O. Cell line: HCT-15. Synergy scores: CSS=48.3, Synergy_ZIP=-8.02, Synergy_Bliss=-8.08, Synergy_Loewe=-4.49, Synergy_HSA=-3.54. (7) Drug 1: C1=NC(=NC(=O)N1C2C(C(C(O2)CO)O)O)N. Drug 2: C#CCC(CC1=CN=C2C(=N1)C(=NC(=N2)N)N)C3=CC=C(C=C3)C(=O)NC(CCC(=O)O)C(=O)O. Cell line: HS 578T. Synergy scores: CSS=64.0, Synergy_ZIP=3.87, Synergy_Bliss=0.450, Synergy_Loewe=-1.78, Synergy_HSA=-0.551. (8) Synergy scores: CSS=-5.29, Synergy_ZIP=1.30, Synergy_Bliss=-2.47, Synergy_Loewe=-6.85, Synergy_HSA=-6.81. Cell line: SNB-75. Drug 2: C1C(C(OC1N2C=NC(=NC2=O)N)CO)O. Drug 1: CC(CN1CC(=O)NC(=O)C1)N2CC(=O)NC(=O)C2. (9) Drug 1: CC(C1=C(C=CC(=C1Cl)F)Cl)OC2=C(N=CC(=C2)C3=CN(N=C3)C4CCNCC4)N. Drug 2: C1=CC(=CC=C1CCCC(=O)O)N(CCCl)CCCl. Cell line: TK-10. Synergy scores: CSS=4.79, Synergy_ZIP=-4.70, Synergy_Bliss=-2.21, Synergy_Loewe=-2.12, Synergy_HSA=-2.02. (10) Drug 1: C(CC(=O)O)C(=O)CN.Cl. Drug 2: C1=CN(C=N1)CC(O)(P(=O)(O)O)P(=O)(O)O. Cell line: SK-OV-3. Synergy scores: CSS=14.5, Synergy_ZIP=-4.75, Synergy_Bliss=1.54, Synergy_Loewe=-2.55, Synergy_HSA=-1.40.